From a dataset of Retrosynthesis with 50K atom-mapped reactions and 10 reaction types from USPTO. Predict the reactants needed to synthesize the given product. (1) Given the product N[C@@H](Cc1ccccc1)C(=O)NCC(=O)O, predict the reactants needed to synthesize it. The reactants are: O=C(O)CNC(=O)[C@H](Cc1ccccc1)NC(=O)OCC1c2ccccc2-c2ccccc21. (2) Given the product CNC(C)C(=O)NC(C(=O)NC(CCCCNS(=O)(=O)c1ccc(C)cc1)C(=O)NC1CCCc2ccccc21)C(C)C, predict the reactants needed to synthesize it. The reactants are: Cc1ccc(S(=O)(=O)NCCCCC(NC(=O)C(NC(=O)C(C)N(C)C(=O)OC(C)(C)C)C(C)C)C(=O)NC2CCCc3ccccc32)cc1. (3) Given the product CCOC(=O)CCCOc1ccc(C[C@H](Nc2nc3ccccc3s2)C(=O)OC(C)(C)C)cc1, predict the reactants needed to synthesize it. The reactants are: CC(C)(C)OC(=O)[C@H](Cc1ccc(O)cc1)Nc1nc2ccccc2s1.CCOC(=O)CCCBr. (4) Given the product O=C(Nc1ccc(SC(F)(F)F)cc1)c1cccc(-c2cncnc2)c1, predict the reactants needed to synthesize it. The reactants are: Nc1ccc(SC(F)(F)F)cc1.O=C(O)c1cccc(-c2cncnc2)c1. (5) Given the product Nc1c(F)cccc1CCNC1CCN(Cc2ccccc2)CC1, predict the reactants needed to synthesize it. The reactants are: O=[N+]([O-])c1c(F)cccc1CCNC1CCN(Cc2ccccc2)CC1. (6) The reactants are: Cc1ncc(CO)c(C=O)c1O.N#Cc1ccc(N)cc1. Given the product Cc1ncc(CO)c(CNc2ccc(C#N)cc2)c1O, predict the reactants needed to synthesize it.